This data is from Reaction yield outcomes from USPTO patents with 853,638 reactions. The task is: Predict the reaction yield, written as a fraction of the theoretical maximum amount of product (1.0 means a 100% yield; for example, 0.34 means a 34% yield). (1) The reactants are [CH3:1][CH:2]([N:4]1[C:12](/[CH:13]=[CH:14]/[CH:15]([OH:23])[CH2:16][CH:17]([OH:22])[CH2:18][C:19]([OH:21])=[O:20])=[C:11]([C:24]2[CH:25]=[CH:26][C:27]([F:30])=[CH:28][CH:29]=2)[C:10]2[CH:9]=[CH:8][CH:7]=[CH:6][C:5]1=2)[CH3:3].[OH-].[Na+:32].CC(C)=O. The catalyst is CO. The product is [CH3:3][CH:2]([N:4]1[C:12](/[CH:13]=[CH:14]/[CH:15]([OH:23])[CH2:16][CH:17]([OH:22])[CH2:18][C:19]([O-:21])=[O:20])=[C:11]([C:24]2[CH:29]=[CH:28][C:27]([F:30])=[CH:26][CH:25]=2)[C:10]2[CH:9]=[CH:8][CH:7]=[CH:6][C:5]1=2)[CH3:1].[Na+:32]. The yield is 0.620. (2) The reactants are [F:1][C:2]1[CH:7]=[CH:6][C:5](I)=[CH:4][C:3]=1[N:9]1[CH:14]=[C:13]([O:15][CH3:16])[C:12](=[O:17])[C:11]([C:18]2[N:22]([C:23]3[CH:28]=[CH:27][CH:26]=[CH:25][CH:24]=3)[N:21]=[CH:20][CH:19]=2)=[N:10]1.Cl.[F:30][C:31]1([F:35])[CH2:34][NH:33][CH2:32]1.CC([O-])(C)C.[Na+].CC1(C)C2C(=C(P(C3C=CC=CC=3)C3C=CC=CC=3)C=CC=2)OC2C(P(C3C=CC=CC=3)C3C=CC=CC=3)=CC=CC1=2. The catalyst is O1CCOCC1.C([O-])(O)=O.[Na+].C1C=CC(/C=C/C(/C=C/C2C=CC=CC=2)=O)=CC=1.C1C=CC(/C=C/C(/C=C/C2C=CC=CC=2)=O)=CC=1.C1C=CC(/C=C/C(/C=C/C2C=CC=CC=2)=O)=CC=1.[Pd].[Pd]. The product is [F:30][C:31]1([F:35])[CH2:34][N:33]([C:5]2[CH:6]=[CH:7][C:2]([F:1])=[C:3]([N:9]3[CH:14]=[C:13]([O:15][CH3:16])[C:12](=[O:17])[C:11]([C:18]4[N:22]([C:23]5[CH:28]=[CH:27][CH:26]=[CH:25][CH:24]=5)[N:21]=[CH:20][CH:19]=4)=[N:10]3)[CH:4]=2)[CH2:32]1. The yield is 0.410. (3) The reactants are O=[C:2]1[CH:8]([C:9]#[N:10])[CH2:7][CH2:6][O:5][C:4]2[CH:11]=[CH:12][CH:13]=[CH:14][C:3]1=2.Cl.[NH2:16][OH:17].C([O-])(=O)C.[Na+]. The catalyst is C(O)C.O. The product is [N:16]1[O:17][C:9]([NH2:10])=[C:8]2[CH2:7][CH2:6][O:5][C:4]3[CH:11]=[CH:12][CH:13]=[CH:14][C:3]=3[C:2]=12. The yield is 0.528. (4) The reactants are CC1N=C(N2C(=O)N(CC3C=CC(C(F)(F)F)=CC=3)N=C2)SC=1C(O)=O.[F:27][C:28]1[CH:49]=[CH:48][C:31]([CH2:32][N:33]2[C:37](=[O:38])[N:36]([C:39]3[S:40][C:41]([C:45](O)=[O:46])=[C:42]([CH3:44])[N:43]=3)[CH:35]=[N:34]2)=[CH:30][CH:29]=1.[CH3:50][N:51]1[CH:55]=[C:54]([CH2:56][NH2:57])[N:53]=[CH:52]1. No catalyst specified. The product is [F:27][C:28]1[CH:29]=[CH:30][C:31]([CH2:32][N:33]2[C:37](=[O:38])[N:36]([C:39]3[S:40][C:41]([C:45]([NH:57][CH2:56][C:54]4[N:53]=[CH:52][N:51]([CH3:50])[CH:55]=4)=[O:46])=[C:42]([CH3:44])[N:43]=3)[CH:35]=[N:34]2)=[CH:48][CH:49]=1. The yield is 0.710. (5) The reactants are Br[C:2]1[C:3]([CH3:15])=[C:4]([O:13][CH3:14])[C:5]2[O:9][CH:8]([CH3:10])[CH2:7][C:6]=2[C:11]=1[CH3:12].[CH3:16][O:17][C:18]1[CH:19]=[C:20]([N:24]2[CH2:29][CH2:28][NH:27][CH2:26][CH2:25]2)[CH:21]=[CH:22][CH:23]=1. No catalyst specified. The product is [CH3:16][O:17][C:18]1[CH:19]=[C:20]([N:24]2[CH2:29][CH2:28][N:27]([C:2]3[C:3]([CH3:15])=[C:4]([O:13][CH3:14])[C:5]4[O:9][CH:8]([CH3:10])[CH2:7][C:6]=4[C:11]=3[CH3:12])[CH2:26][CH2:25]2)[CH:21]=[CH:22][CH:23]=1. The yield is 0.440.